This data is from Orexin1 receptor HTS with 218,158 compounds and 233 confirmed actives. The task is: Binary Classification. Given a drug SMILES string, predict its activity (active/inactive) in a high-throughput screening assay against a specified biological target. (1) The molecule is O=C1NC(CC\C1=N\Nc1ccccc1)C. The result is 0 (inactive). (2) The molecule is S(=O)(=O)(N1CCN(CC1)C(=O)c1ncccc1)c1c(ccc(c1)C)C. The result is 0 (inactive). (3) The molecule is Brc1c(OCc2oc(cc2)C(=O)NCc2cccnc2)cccc1. The result is 0 (inactive). (4) The compound is Fc1ccc(C(=O)COC(=O)Cc2ccc(OC)cc2)cc1. The result is 0 (inactive). (5) The molecule is O=c1n(c(nc2c1cccc2)/C=C\c1c2c([nH]c1C)cccc2)CC. The result is 0 (inactive). (6) The drug is O=C1N(CCN(CC1)CCC)CCO. The result is 0 (inactive). (7) The compound is Clc1c(cc(S(=O)(=O)N(c2ccccc2)C)cc1)C(=O)NCCc1ccc(OC)cc1. The result is 0 (inactive). (8) The compound is Brc1cc(C(=N/OC(=O)Cc2c([N+]([O-])=O)cccc2)/N)ccc1. The result is 0 (inactive).